This data is from Full USPTO retrosynthesis dataset with 1.9M reactions from patents (1976-2016). The task is: Predict the reactants needed to synthesize the given product. (1) Given the product [Cl:22][C:5]1[C:6]([CH2:8][CH2:9][C:10]2[CH:15]=[CH:14][CH:13]=[CH:12][C:11]=2[C:16]([CH3:21])([CH3:20])[C:17]([NH2:19])=[O:18])=[N:7][C:2]([NH:29][C:27]2[CH:26]=[N:25][N:24]([CH3:23])[CH:28]=2)=[N:3][CH:4]=1, predict the reactants needed to synthesize it. The reactants are: Cl[C:2]1[N:7]=[C:6]([CH2:8][CH2:9][C:10]2[CH:15]=[CH:14][CH:13]=[CH:12][C:11]=2[C:16]([CH3:21])([CH3:20])[C:17]([NH2:19])=[O:18])[C:5]([Cl:22])=[CH:4][N:3]=1.[CH3:23][N:24]1[CH:28]=[C:27]([NH2:29])[CH:26]=[N:25]1.O.C1(C)C=CC(S(O)(=O)=O)=CC=1. (2) Given the product [O:1]1[CH:5]=[CH:4][CH:3]=[C:2]1[C:6]1[N:7]=[C:8]([NH:19][C:20](=[O:26])[O:21][C:22]([CH3:23])([CH3:25])[CH3:24])[S:9][C:10]=1[C:11]([CH:13]1[CH2:14][CH2:15][S:16](=[O:35])[CH2:17][CH2:18]1)=[O:12], predict the reactants needed to synthesize it. The reactants are: [O:1]1[CH:5]=[CH:4][CH:3]=[C:2]1[C:6]1[N:7]=[C:8]([NH:19][C:20](=[O:26])[O:21][C:22]([CH3:25])([CH3:24])[CH3:23])[S:9][C:10]=1[C:11]([CH:13]1[CH2:18][CH2:17][S:16][CH2:15][CH2:14]1)=[O:12].ClC1C=CC=C(C(OO)=[O:35])C=1.O. (3) Given the product [Cl:15][C:16]1[CH:17]=[CH:18][C:19]([CH2:20][NH:21][C:22]([C:24]2[C:25](=[O:39])[C:26]3[CH:36]=[C:35]([CH2:37][Cl:14])[S:34][C:27]=3[N:28]([CH2:30][CH2:31][O:32][CH3:33])[CH:29]=2)=[O:23])=[CH:40][CH:41]=1, predict the reactants needed to synthesize it. The reactants are: N1C(C)=CC(C)=CC=1C.CS([Cl:14])(=O)=O.[Cl:15][C:16]1[CH:41]=[CH:40][C:19]([CH2:20][NH:21][C:22]([C:24]2[C:25](=[O:39])[C:26]3[CH:36]=[C:35]([CH2:37]O)[S:34][C:27]=3[N:28]([CH2:30][CH2:31][O:32][CH3:33])[CH:29]=2)=[O:23])=[CH:18][CH:17]=1.